Dataset: Full USPTO retrosynthesis dataset with 1.9M reactions from patents (1976-2016). Task: Predict the reactants needed to synthesize the given product. (1) Given the product [CH3:43][CH:42]([CH3:44])[C:41]([N:26]1[CH2:25][C:21]2([C:22]3[C:18](=[CH:17][C:16]([C:14]4[CH2:15][C:11]([C:5]5[CH:4]=[C:3]([Cl:2])[C:8]([Cl:9])=[C:7]([Cl:10])[CH:6]=5)([C:28]([F:30])([F:29])[F:31])[CH2:12][N:13]=4)=[CH:24][CH:23]=3)[CH2:19][O:20]2)[CH2:27]1)=[O:45], predict the reactants needed to synthesize it. The reactants are: Cl.[Cl:2][C:3]1[CH:4]=[C:5]([C:11]2([C:28]([F:31])([F:30])[F:29])[CH2:15][C:14]([C:16]3[CH:17]=[C:18]4[C:22](=[CH:23][CH:24]=3)[C:21]3([CH2:27][NH:26][CH2:25]3)[O:20][CH2:19]4)=[N:13][CH2:12]2)[CH:6]=[C:7]([Cl:10])[C:8]=1[Cl:9].CCN(C(C)C)C(C)C.[C:41](O)(=[O:45])[CH:42]([CH3:44])[CH3:43].C(P1(=O)OP(CCC)(=O)OP(CCC)(=O)O1)CC. (2) The reactants are: [CH3:1][C:2]1[C:7]([O:8][C:9]2[CH:14]=[CH:13][N:12]=[C:11]([NH:15][C:16](=[O:19])[CH2:17][CH3:18])[CH:10]=2)=[CH:6][CH:5]=[C:4]([N+:20]([O-])=O)[N:3]=1. Given the product [NH2:20][C:4]1[N:3]=[C:2]([CH3:1])[C:7]([O:8][C:9]2[CH:14]=[CH:13][N:12]=[C:11]([NH:15][C:16](=[O:19])[CH2:17][CH3:18])[CH:10]=2)=[CH:6][CH:5]=1, predict the reactants needed to synthesize it. (3) Given the product [CH:27]1([NH:1][C:2]2[C:6]3([CH2:7][CH2:8][N:9]([C:12]([O:14][C:15]([CH3:18])([CH3:16])[CH3:17])=[O:13])[CH2:10][CH2:11]3)[N:5]([C:19]3[CH:20]=[CH:21][C:22]([I:25])=[CH:23][CH:24]=3)[C:4](=[O:26])[N:3]=2)[CH2:32][CH2:31][CH2:30][CH2:29][CH2:28]1, predict the reactants needed to synthesize it. The reactants are: [NH:1]=[C:2]1[C:6]2([CH2:11][CH2:10][N:9]([C:12]([O:14][C:15]([CH3:18])([CH3:17])[CH3:16])=[O:13])[CH2:8][CH2:7]2)[N:5]([C:19]2[CH:24]=[CH:23][C:22]([I:25])=[CH:21][CH:20]=2)[C:4](=[O:26])[NH:3]1.[CH:27]1(N)[CH2:32][CH2:31][CH2:30][CH2:29][CH2:28]1. (4) Given the product [CH3:1][N:2]1[C:10]2[C:9]([O:11][C:12]3[CH:18]=[CH:17][C:15]([NH:16][C:25]([NH:22][CH2:19][CH2:20][CH3:21])=[O:26])=[CH:14][CH:13]=3)=[N:8][CH:7]=[N:6][C:5]=2[CH:4]=[CH:3]1, predict the reactants needed to synthesize it. The reactants are: [CH3:1][N:2]1[C:10]2[C:9]([O:11][C:12]3[CH:18]=[CH:17][C:15]([NH2:16])=[CH:14][CH:13]=3)=[N:8][CH:7]=[N:6][C:5]=2[CH:4]=[CH:3]1.[CH2:19]([NH2:22])[CH2:20][CH3:21].CN(C)[CH:25]=[O:26]. (5) Given the product [CH2:32]([O:31][C:29](=[O:30])[C:28]([CH3:35])([CH3:34])[CH2:27][C:26]1[N:8]([CH2:7][C:6]2[CH:18]=[CH:19][C:3]([Br:2])=[CH:4][CH:5]=2)[C:10]2[C:15]([C:25]=1[S:24][C:20]([CH3:23])([CH3:22])[CH3:21])=[CH:14][C:13]([O:16][CH3:17])=[CH:12][CH:11]=2)[CH3:33], predict the reactants needed to synthesize it. The reactants are: Cl.[Br:2][C:3]1[CH:19]=[CH:18][C:6]([CH2:7][N:8]([C:10]2[CH:15]=[CH:14][C:13]([O:16][CH3:17])=[CH:12][CH:11]=2)N)=[CH:5][CH:4]=1.[C:20]([S:24][CH2:25][C:26](=O)[CH2:27][C:28]([CH3:35])([CH3:34])[C:29]([O:31][CH2:32][CH3:33])=[O:30])([CH3:23])([CH3:22])[CH3:21].C([O-])(=O)C.[Na+].C(O)(=O)C. (6) Given the product [Cl:1][C:2]1[CH:3]=[CH:4][C:5]([O:15][CH2:16][C:17]2[CH:22]=[CH:21][C:20]([F:23])=[CH:19][C:18]=2[F:24])=[C:6]([C:8]2[N:25]([C:26]3[CH:27]=[CH:28][C:29]([S:32]([NH:35][C:36]([C:38]4[CH:39]=[CH:40][CH:41]=[CH:42][CH:43]=4)=[O:37])(=[O:34])=[O:33])=[CH:30][CH:31]=3)[C:11]([CH3:12])=[CH:10][CH:9]=2)[CH:7]=1, predict the reactants needed to synthesize it. The reactants are: [Cl:1][C:2]1[CH:3]=[CH:4][C:5]([O:15][CH2:16][C:17]2[CH:22]=[CH:21][C:20]([F:23])=[CH:19][C:18]=2[F:24])=[C:6]([C:8](=O)[CH2:9][CH2:10][C:11](=O)[CH3:12])[CH:7]=1.[NH2:25][C:26]1[CH:31]=[CH:30][C:29]([S:32]([NH:35][C:36]([C:38]2[CH:43]=[CH:42][CH:41]=[CH:40][CH:39]=2)=[O:37])(=[O:34])=[O:33])=[CH:28][CH:27]=1.C1(C)C=CC(S(O)(=O)=O)=CC=1.